Dataset: Forward reaction prediction with 1.9M reactions from USPTO patents (1976-2016). Task: Predict the product of the given reaction. (1) Given the reactants Cl[CH2:2][C:3]1[C:12]2[C:7](=[CH:8][CH:9]=[CH:10][CH:11]=2)[CH2:6][CH:5]([C:13]([F:16])([F:15])[F:14])[N:4]=1.CC(C)([O-])C.[K+], predict the reaction product. The product is: [CH3:2][C:3]1[C:12]2[C:7](=[CH:8][CH:9]=[CH:10][CH:11]=2)[CH:6]=[C:5]([C:13]([F:15])([F:14])[F:16])[N:4]=1. (2) Given the reactants C([O:3][C:4](=O)[C:5]1[CH:10]=[CH:9][N:8]=[CH:7][C:6]=1[OH:11])C.[CH3:13][NH:14]C, predict the reaction product. The product is: [OH:11][C:6]1[CH:7]=[N:8][CH:9]=[CH:10][C:5]=1[C:4]([NH:14][CH3:13])=[O:3]. (3) Given the reactants [C:1]1([S:7]([CH2:9][Br:10])=O)[CH:6]=[CH:5][CH:4]=[CH:3][CH:2]=1.[CH3:11][C:12]1[CH:17]=[CH:16][C:15]([CH3:18])=[C:14]([CH3:19])[C:13]=1[CH3:20].[F:21][C:22]([F:35])([F:34])[S:23]([O:26]S(C(F)(F)F)(=O)=O)(=[O:25])=[O:24], predict the reaction product. The product is: [O-:26][S:23]([C:22]([F:35])([F:34])[F:21])(=[O:25])=[O:24].[Br:10][CH2:9][S+:7]([C:1]1[CH:6]=[CH:5][CH:4]=[CH:3][CH:2]=1)[C:17]1[CH:16]=[C:15]([CH3:18])[C:14]([CH3:19])=[C:13]([CH3:20])[C:12]=1[CH3:11].